Dataset: Full USPTO retrosynthesis dataset with 1.9M reactions from patents (1976-2016). Task: Predict the reactants needed to synthesize the given product. (1) The reactants are: CO[C:3]1[CH:12]=[C:11]2[C:6]([CH:7](CCCCCCCCCSCCCC(F)(F)C(F)(F)F)[C:8](C)([C:13]3[CH:18]=[CH:17][N:16]=[CH:15][CH:14]=3)[CH2:9][O:10]2)=[CH:5][CH:4]=1.B(Br)(Br)Br.C([O-])(O)=O.[Na+]. Given the product [N:16]1[CH:17]=[CH:18][C:13]([CH:8]2[CH2:7][C:6]3[C:11](=[CH:12][CH:3]=[CH:4][CH:5]=3)[O:10][CH2:9]2)=[CH:14][CH:15]=1, predict the reactants needed to synthesize it. (2) Given the product [NH2:8][C@@H:16]1[CH2:22][CH2:21][C@@H:20]([C:23]2[CH:28]=[CH:27][CH:26]=[C:25]([F:29])[C:24]=2[F:30])[CH2:19][N:18]([CH2:31][C:32]2[S:33][CH:34]=[CH:35][N:36]=2)[C:17]1=[O:37], predict the reactants needed to synthesize it. The reactants are: C(OC([N:8]([C@@H:16]1[CH2:22][CH2:21][C@@H:20]([C:23]2[CH:28]=[CH:27][CH:26]=[C:25]([F:29])[C:24]=2[F:30])[CH2:19][N:18]([CH2:31][C:32]2[S:33][CH:34]=[CH:35][N:36]=2)[C:17]1=[O:37])C(OC(C)(C)C)=O)=O)(C)(C)C.FC(F)(F)C(O)=O. (3) Given the product [C:45]([O:48][CH2:36][C:33]1[CH:32]=[N:31][C:30]([C:29]([C:23]2[CH:24]=[C:25]([F:28])[CH:26]=[CH:27][C:22]=2[F:21])=[O:37])=[CH:35][CH:34]=1)(=[O:47])[CH3:46], predict the reactants needed to synthesize it. The reactants are: BrN1C(=O)CCC1=O.N(C(C)(C)C#N)=NC(C)(C)C#N.[F:21][C:22]1[CH:27]=[CH:26][C:25]([F:28])=[CH:24][C:23]=1[CH:29]([OH:37])[C:30]1[CH:35]=[CH:34][C:33]([CH3:36])=[CH:32][N:31]=1.S([O-])([O-])(=O)=S.[Na+].[Na+].[C:45]([O-:48])(=[O:47])[CH3:46].[Na+]. (4) Given the product [OH:10][C:4]1[C:5]([O:8][CH3:9])=[CH:6][C:7]([CH3:19])=[CH:2][C:3]=1[C:15]1[CH:16]=[CH:17][C:12]([CH3:11])=[CH:13][C:14]=1[OH:18], predict the reactants needed to synthesize it. The reactants are: C[C:2]1[CH:3]=[C:4]([OH:10])[C:5]([O:8][CH3:9])=[CH:6][CH:7]=1.[CH3:11][C:12]1[CH:13]=[C:14]([OH:18])[CH:15]=[CH:16][CH:17]=1.[CH3:19]CO[Si](OCC)(OCC)C. (5) Given the product [OH:2][C@H:3]1[CH2:4][CH2:5][C@H:6]([NH:9][C:10]2[CH:18]=[C:17]([N:19]3[C:23]4=[N:24][CH:25]=[CH:26][C:27]([C:28]5[CH:29]=[C:30]6[CH:36]=[CH:35][NH:34][C:31]6=[N:32][CH:33]=5)=[C:22]4[C:21]([CH:45]([CH3:47])[CH3:46])=[N:20]3)[CH:16]=[CH:15][C:11]=2[C:12]([NH2:14])=[O:13])[CH2:7][CH2:8]1, predict the reactants needed to synthesize it. The reactants are: Cl.[OH:2][C@H:3]1[CH2:8][CH2:7][C@H:6]([NH:9][C:10]2[CH:18]=[C:17]([N:19]3[C:23]4=[N:24][CH:25]=[CH:26][C:27]([C:28]5[CH:29]=[C:30]6[CH:36]=[CH:35][N:34](COCC[Si](C)(C)C)[C:31]6=[N:32][CH:33]=5)=[C:22]4[C:21]([CH:45]([CH3:47])[CH3:46])=[N:20]3)[CH:16]=[CH:15][C:11]=2[C:12]([NH2:14])=[O:13])[CH2:5][CH2:4]1.[OH-].[Na+]. (6) The reactants are: [N+:1]([O-:4])(O)=[O:2].OS(O)(=O)=O.[Cl:10][C:11]1[CH:16]=[CH:15][N:14]=[C:13]([NH2:17])[CH:12]=1. Given the product [Cl:10][C:11]1[CH:16]=[CH:15][N:14]=[C:13]([NH2:17])[C:12]=1[N+:1]([O-:4])=[O:2], predict the reactants needed to synthesize it. (7) The reactants are: [Br:1][C:2]1[CH:7]=[CH:6][CH:5]=[CH:4][C:3]=1[NH:8][C:9]([NH:11][C:12]1[CH:17]=[CH:16][C:15]([Cl:18])=[C:14]([S:19]([NH:22][CH2:23][CH2:24][CH2:25][CH2:26][CH:27]([NH:31]C(OC(C)(C)C)=O)[C:28]([OH:30])=[O:29])(=[O:21])=[O:20])[C:13]=1[OH:39])=[O:10].[F:40][C:41]([F:46])([F:45])[C:42]([OH:44])=[O:43]. Given the product [F:40][C:41]([F:46])([F:45])[C:42]([OH:44])=[O:43].[NH2:31][CH:27]([C:28]([OH:30])=[O:29])[CH2:26][CH2:25][CH2:24][CH2:23][NH:22][S:19]([C:14]1[C:13]([OH:39])=[C:12]([NH:11][C:9]([NH:8][C:3]2[CH:4]=[CH:5][CH:6]=[CH:7][C:2]=2[Br:1])=[O:10])[CH:17]=[CH:16][C:15]=1[Cl:18])(=[O:21])=[O:20], predict the reactants needed to synthesize it. (8) The reactants are: [CH:1]1([C:4]2[NH:8][C:7]3[CH:9]=[C:10]([C:17]4[C:18]([CH3:23])=[N:19][O:20][C:21]=4[CH3:22])[CH:11]=[C:12]([C:13]([O:15]C)=O)[C:6]=3[N:5]=2)[CH2:3][CH2:2]1.[C:24]([Mg]Cl)([CH3:27])([CH3:26])[CH3:25]. Given the product [CH:1]1([C:4]2[NH:8][C:7]3[CH:9]=[C:10]([C:17]4[C:18]([CH3:23])=[N:19][O:20][C:21]=4[CH3:22])[CH:11]=[C:12]([C:13](=[O:15])[C:24]([CH3:27])([CH3:26])[CH3:25])[C:6]=3[N:5]=2)[CH2:3][CH2:2]1, predict the reactants needed to synthesize it. (9) Given the product [CH3:1][C:2]1[S:6][C:5]([C:7]2[O:8][CH:9]=[CH:10][N:11]=2)=[N:4][C:3]=1[O:12][S:22]([C:25]([F:28])([F:27])[F:26])(=[O:24])=[O:23], predict the reactants needed to synthesize it. The reactants are: [CH3:1][C:2]1[S:6][C:5]([C:7]2[O:8][CH:9]=[CH:10][N:11]=2)=[N:4][C:3]=1[OH:12].[H-].[Na+].C1C=CC(N([S:22]([C:25]([F:28])([F:27])[F:26])(=[O:24])=[O:23])[S:22]([C:25]([F:28])([F:27])[F:26])(=[O:24])=[O:23])=CC=1.O.